This data is from Reaction yield outcomes from USPTO patents with 853,638 reactions. The task is: Predict the reaction yield, written as a fraction of the theoretical maximum amount of product (1.0 means a 100% yield; for example, 0.34 means a 34% yield). (1) The reactants are [CH3:1][N:2]([CH3:11])[S:3]([N:6]1[CH:10]=[CH:9][N:8]=[CH:7]1)(=[O:5])=[O:4].C([Li])CCC.CCCCCC.[Si:23](Cl)([C:26]([CH3:29])([CH3:28])[CH3:27])([CH3:25])[CH3:24]. The catalyst is O1CCCC1.O. The product is [CH3:1][N:2]([CH3:11])[S:3]([N:6]1[CH:10]=[CH:9][N:8]=[C:7]1[Si:23]([C:26]([CH3:29])([CH3:28])[CH3:27])([CH3:25])[CH3:24])(=[O:4])=[O:5]. The yield is 0.940. (2) The reactants are [NH:1]1[CH:5]=[CH:4][CH:3]=[N:2]1.[O:6]1[CH:11]=[CH:10][CH2:9][CH2:8][CH2:7]1. The catalyst is C(O)(C(F)(F)F)=O.[H-].[Na+]. The product is [O:6]1[CH2:11][CH2:10][CH2:9][CH2:8][CH:7]1[N:1]1[CH:5]=[CH:4][CH:3]=[N:2]1. The yield is 0.990. (3) No catalyst specified. The product is [C:15]([C:17]1[CH:11]=[C:6]([NH:5][C:2]2[C:11]3[C:6](=[CH:7][C:8]([N+:12]([O-:14])=[O:13])=[CH:9][CH:10]=3)[N:5]=[CH:4][N:3]=2)[CH:7]=[CH:8][CH:9]=1)#[CH:16]. The yield is 0.940. The reactants are Cl[C:2]1[C:11]2[C:6](=[CH:7][C:8]([N+:12]([O-:14])=[O:13])=[CH:9][CH:10]=2)[N:5]=[CH:4][N:3]=1.[CH:15](O)([CH3:17])[CH3:16]. (4) The reactants are [C:1]([C:4]1[C:9]2[NH:10][C:11]3[C:16]([C:8]=2[C:7]([C:23]2[C:24]([CH3:40])=[C:25]([NH:29]C(=O)OCC4C=CC=CC=4)[CH:26]=[CH:27][CH:28]=2)=[CH:6][N:5]=1)=[CH:15][C:14]([N:17]1[CH2:22][CH2:21][O:20][CH2:19][CH2:18]1)=[CH:13][CH:12]=3)(=[O:3])[NH2:2]. The catalyst is CO.C1COCC1.[Pd]. The product is [NH2:29][C:25]1[C:24]([CH3:40])=[C:23]([C:7]2[C:8]3[C:16]4[C:11](=[CH:12][CH:13]=[C:14]([N:17]5[CH2:18][CH2:19][O:20][CH2:21][CH2:22]5)[CH:15]=4)[NH:10][C:9]=3[C:4]([C:1]([NH2:2])=[O:3])=[N:5][CH:6]=2)[CH:28]=[CH:27][CH:26]=1. The yield is 0.840.